Dataset: Full USPTO retrosynthesis dataset with 1.9M reactions from patents (1976-2016). Task: Predict the reactants needed to synthesize the given product. Given the product [F:1][C:2]1[CH:3]=[C:4]([NH:9][C:10]([NH:12][C@H:13]2[CH2:21][C@H:20]3[C@:16]([C:22]4[CH:27]=[CH:26][C:25]([O:28][CH3:29])=[C:24]([O:30][CH3:31])[CH:23]=4)([CH2:17][CH2:18][N:19]3[CH:32]=[O:33])[CH2:15][CH2:14]2)=[O:11])[CH:5]=[CH:6][C:7]=1[F:8], predict the reactants needed to synthesize it. The reactants are: [F:1][C:2]1[CH:3]=[C:4]([NH:9][C:10]([NH:12][C@H:13]2[CH2:21][C@H:20]3[C@:16]([C:22]4[CH:27]=[CH:26][C:25]([O:28][CH3:29])=[C:24]([O:30][CH3:31])[CH:23]=4)([CH2:17][CH2:18][NH:19]3)[CH2:15][CH2:14]2)=[O:11])[CH:5]=[CH:6][C:7]=1[F:8].[CH:32](OC=C)=[O:33].